Dataset: Forward reaction prediction with 1.9M reactions from USPTO patents (1976-2016). Task: Predict the product of the given reaction. The product is: [CH:23]1([CH2:24][NH:26][C:17]([C:15]2[S:16][C:12]([C:9]3[CH:10]=[CH:11][N:6]4[N:5]=[CH:4][C:3]([CH:1]=[O:2])=[C:7]4[N:8]=3)=[CH:13][CH:14]=2)=[O:19])[CH2:21][CH2:22]1. Given the reactants [CH:1]([C:3]1[CH:4]=[N:5][N:6]2[CH:11]=[CH:10][C:9]([C:12]3[S:16][C:15]([C:17]([OH:19])=O)=[CH:14][CH:13]=3)=[N:8][C:7]=12)=[O:2].C1[CH:21]=[CH:22][C:23]2N(O)N=[N:26][C:24]=2C=1.C(N(CC)CC)C.C1(CN)CC1.C(Cl)CCl, predict the reaction product.